Dataset: Peptide-MHC class I binding affinity with 185,985 pairs from IEDB/IMGT. Task: Regression. Given a peptide amino acid sequence and an MHC pseudo amino acid sequence, predict their binding affinity value. This is MHC class I binding data. The MHC is HLA-A31:01 with pseudo-sequence HLA-A31:01. The binding affinity (normalized) is 0.370. The peptide sequence is QVKDNIISR.